From a dataset of Full USPTO retrosynthesis dataset with 1.9M reactions from patents (1976-2016). Predict the reactants needed to synthesize the given product. (1) Given the product [CH:1]([C:4]1[CH:5]=[C:6]([C:14]2[N:15]=[C:16]([CH2:19][CH2:20][C:21]([OH:23])=[O:22])[O:17][CH:18]=2)[CH:7]=[C:8]([C:10]([F:12])([F:13])[F:11])[CH:9]=1)([CH3:3])[CH3:2], predict the reactants needed to synthesize it. The reactants are: [CH:1]([C:4]1[CH:5]=[C:6]([C:14]2[N:15]=[C:16]([CH2:19][CH2:20][C:21]([O:23]C)=[O:22])[O:17][CH:18]=2)[CH:7]=[C:8]([C:10]([F:13])([F:12])[F:11])[CH:9]=1)([CH3:3])[CH3:2].ClC1C=C(C2N=C(CCC(O)=O)OC=2)C=C(C(F)(F)F)C=1. (2) Given the product [F:43][C:2]([F:1])([F:42])[C:3]1[CH:4]=[C:5]([C@H:13]([N:15]([CH3:41])[C:16]([N:18]2[CH2:32][CH2:31][C@:21]3([NH:25][C@:24]([CH2:26][OH:27])([CH3:30])[CH2:23][CH2:22]3)[CH2:20][C@@H:19]2[C:33]2[CH:38]=[CH:37][C:36]([F:39])=[CH:35][C:34]=2[CH3:40])=[O:17])[CH3:14])[CH:6]=[C:7]([C:9]([F:12])([F:10])[F:11])[CH:8]=1, predict the reactants needed to synthesize it. The reactants are: [F:1][C:2]([F:43])([F:42])[C:3]1[CH:4]=[C:5]([C@H:13]([N:15]([CH3:41])[C:16]([N:18]2[CH2:32][CH2:31][C@:21]3([NH:25][C@@:24]([CH3:30])([C:26](OC)=[O:27])[CH2:23][CH2:22]3)[CH2:20][C@@H:19]2[C:33]2[CH:38]=[CH:37][C:36]([F:39])=[CH:35][C:34]=2[CH3:40])=[O:17])[CH3:14])[CH:6]=[C:7]([C:9]([F:12])([F:11])[F:10])[CH:8]=1.[BH4-].[Li+]. (3) Given the product [Br:15][CH2:1][C:2]1[CH:14]=[CH:13][C:5]2[C:6]([O:9][CH2:10][O:11][CH3:12])=[N:7][O:8][C:4]=2[CH:3]=1, predict the reactants needed to synthesize it. The reactants are: [CH3:1][C:2]1[CH:14]=[CH:13][C:5]2[C:6]([O:9][CH2:10][O:11][CH3:12])=[N:7][O:8][C:4]=2[CH:3]=1.[Br:15]N1C(=O)CCC1=O.C(OCC)(=O)C.O. (4) The reactants are: [F:1][C:2]1[CH:7]=[CH:6][C:5]([NH:8][C:9]2[N:14]3[N:15]=[CH:16][C:17]([C:18](O)=[O:19])=[C:13]3[N:12]=[CH:11][C:10]=2[C:21]([N:23]2[CH2:28][CH2:27][CH:26]([C:29]3[CH:34]=[CH:33][CH:32]=[CH:31][CH:30]=3)[CH2:25][CH2:24]2)=[O:22])=[C:4]([CH3:35])[CH:3]=1.[CH2:36]([S:38]([NH2:41])(=[O:40])=[O:39])[CH3:37]. Given the product [F:1][C:2]1[CH:7]=[CH:6][C:5]([NH:8][C:9]2[N:14]3[N:15]=[CH:16][C:17]([C:18]([NH:41][S:38]([CH2:36][CH3:37])(=[O:40])=[O:39])=[O:19])=[C:13]3[N:12]=[CH:11][C:10]=2[C:21]([N:23]2[CH2:24][CH2:25][CH:26]([C:29]3[CH:30]=[CH:31][CH:32]=[CH:33][CH:34]=3)[CH2:27][CH2:28]2)=[O:22])=[C:4]([CH3:35])[CH:3]=1, predict the reactants needed to synthesize it. (5) Given the product [Br:1][C:2]1[CH:7]=[C:6]([S:8]([CH3:11])(=[O:9])=[O:10])[CH:5]=[CH:4][C:3]=1[O:12][CH2:14][CH:15]1[CH2:17][CH2:16]1, predict the reactants needed to synthesize it. The reactants are: [Br:1][C:2]1[CH:7]=[C:6]([S:8]([CH3:11])(=[O:10])=[O:9])[CH:5]=[CH:4][C:3]=1[OH:12].Cl[CH2:14][CH:15]1[CH2:17][CH2:16]1.C([O-])([O-])=O.[K+].[K+]. (6) Given the product [Cl:1][C:2]1[C:3]2[C:10]([C:29]3[CH:28]=[N:27][N:26]([CH:21]4[CH2:22][CH2:23][CH2:24][CH2:25][O:20]4)[CH:30]=3)=[CH:9][N:8]([CH2:12][O:13][CH2:14][CH2:15][Si:16]([CH3:19])([CH3:18])[CH3:17])[C:4]=2[N:5]=[CH:6][N:7]=1, predict the reactants needed to synthesize it. The reactants are: [Cl:1][C:2]1[C:3]2[C:10](I)=[CH:9][N:8]([CH2:12][O:13][CH2:14][CH2:15][Si:16]([CH3:19])([CH3:18])[CH3:17])[C:4]=2[N:5]=[CH:6][N:7]=1.[O:20]1[CH2:25][CH2:24][CH2:23][CH2:22][CH:21]1[N:26]1[CH:30]=[C:29](B2OC(C)(C)C(C)(C)O2)[CH:28]=[N:27]1.P([O-])([O-])([O-])=O.[K+].[K+].[K+]. (7) Given the product [ClH:44].[ClH:44].[ClH:44].[NH2:1][C:2]1[N:3]=[C:4]([C:19]2[CH:24]=[N:23][CH:22]=[C:21]([O:25][CH2:26][C@H:27]([NH2:30])[CH2:28][CH3:29])[CH:20]=2)[CH:5]=[C:6]2[C:11]=1[CH:10]=[N:9][C:8]1[CH:12]=[C:13]([O:17][CH3:18])[C:14]([OH:16])=[CH:15][C:7]2=1, predict the reactants needed to synthesize it. The reactants are: [NH2:1][C:2]1[N:3]=[C:4]([C:19]2[CH:20]=[C:21]([O:25][CH2:26][C@H:27]([NH:30]C(=O)OC(C)(C)C)[CH2:28][CH3:29])[CH:22]=[N:23][CH:24]=2)[CH:5]=[C:6]2[C:11]=1[CH:10]=[N:9][C:8]1[CH:12]=[C:13]([O:17][CH3:18])[C:14]([OH:16])=[CH:15][C:7]2=1.CCOC(C)=O.[ClH:44]. (8) Given the product [CH2:63]([S:62][C:59]1[CH:58]=[C:57]2[C:56](=[CH:61][CH:60]=1)[N:55]([C:45]1[CH:46]=[CH:47][C:48]([C:50]([F:53])([F:52])[F:51])=[CH:49][C:44]=1[Br:43])[C:72](=[O:74])[CH:71]=[CH:70]2)[C:64]1[CH:69]=[CH:68][CH:67]=[CH:66][CH:65]=1, predict the reactants needed to synthesize it. The reactants are: CC1(C)C2C(=C(P(C3C=CC=CC=3)C3C=CC=CC=3)C=CC=2)OC2C(P(C3C=CC=CC=3)C3C=CC=CC=3)=CC=CC1=2.[Br:43][C:44]1[CH:49]=[C:48]([C:50]([F:53])([F:52])[F:51])[CH:47]=[CH:46][C:45]=1I.[NH2:55][C:56]1[CH:61]=[CH:60][C:59]([S:62][CH2:63][C:64]2[CH:69]=[CH:68][CH:67]=[CH:66][CH:65]=2)=[CH:58][C:57]=1/[CH:70]=[CH:71]/[C:72]([O:74]CC)=O.P([O-])([O-])([O-])=O.[K+].[K+].[K+].